From a dataset of Forward reaction prediction with 1.9M reactions from USPTO patents (1976-2016). Predict the product of the given reaction. (1) Given the reactants [H-].[Na+].[CH3:3][CH:4]1[N:9]([C:10]2[CH:15]=[CH:14][CH:13]=[C:12]([O:16][C:17]([F:20])([F:19])[F:18])[CH:11]=2)[CH2:8][CH2:7][NH:6][C:5]1=[O:21].Br[CH2:23][CH2:24][C:25]([N:27]([O:29][CH3:30])[CH3:28])=[O:26], predict the reaction product. The product is: [CH3:30][O:29][N:27]([CH3:28])[C:25](=[O:26])[CH2:24][CH2:23][N:6]1[CH2:7][CH2:8][N:9]([C:10]2[CH:15]=[CH:14][CH:13]=[C:12]([O:16][C:17]([F:20])([F:19])[F:18])[CH:11]=2)[CH:4]([CH3:3])[C:5]1=[O:21]. (2) Given the reactants [C:1]([O:5][C:6]([N:8]1[CH2:13][CH2:12][CH:11]([C:14]2[CH:19]=[CH:18][C:17]([CH2:20][C:21]([OH:23])=O)=[CH:16][CH:15]=2)[CH:10]([O:24][CH2:25][C:26]2[CH:35]=[CH:34][C:33]3[C:28](=[CH:29][CH:30]=[CH:31][CH:32]=3)[CH:27]=2)[CH2:9]1)=[O:7])([CH3:4])([CH3:3])[CH3:2].[NH2:36][CH2:37][C:38]([C:40]1[CH:45]=[CH:44][CH:43]=[CH:42][CH:41]=1)=[O:39].C(N(CC)CC)C.F[B-](F)(F)F.O=C1C=CC=CN1OC(N(C)C)=[N+](C)C, predict the reaction product. The product is: [CH:27]1[C:28]2[C:33](=[CH:32][CH:31]=[CH:30][CH:29]=2)[CH:34]=[CH:35][C:26]=1[CH2:25][O:24][CH:10]1[CH:11]([C:14]2[CH:15]=[CH:16][C:17]([CH2:20][C:21](=[O:23])[NH:36][CH2:37][C:38](=[O:39])[C:40]3[CH:45]=[CH:44][CH:43]=[CH:42][CH:41]=3)=[CH:18][CH:19]=2)[CH2:12][CH2:13][N:8]([C:6]([O:5][C:1]([CH3:3])([CH3:2])[CH3:4])=[O:7])[CH2:9]1. (3) Given the reactants [Cl:1][C:2]1[CH:7]=[C:6]([N+:8]([O-:10])=[O:9])[CH:5]=[C:4]([Cl:11])[C:3]=1[CH3:12].[Mn]([O-])(=O)(=O)=[O:14].[K+].[OH2:19], predict the reaction product. The product is: [Cl:1][C:2]1[CH:7]=[C:6]([N+:8]([O-:10])=[O:9])[CH:5]=[C:4]([Cl:11])[C:3]=1[C:12]([OH:14])=[O:19]. (4) Given the reactants [NH2:1][OH:2].[C:3]([CH2:5][C:6]([NH:9][C:10](=[O:19])[O:11][CH2:12][C:13]1[CH:18]=[CH:17][CH:16]=[CH:15][CH:14]=1)([CH3:8])[CH3:7])#N.[CH2:20](O)C, predict the reaction product. The product is: [OH:2][NH:1][CH:3]([CH3:20])[CH2:5][C:6]([NH:9][C:10](=[O:19])[O:11][CH2:12][C:13]1[CH:18]=[CH:17][CH:16]=[CH:15][CH:14]=1)([CH3:8])[CH3:7]. (5) Given the reactants [F:1][C:2]([F:13])([F:12])[C:3]1[CH:8]=[CH:7][C:6](B(O)O)=[CH:5][CH:4]=1.Br[C:15]1[CH:22]=[CH:21][C:18]([CH:19]=[O:20])=[CH:17][CH:16]=1, predict the reaction product. The product is: [F:1][C:2]([F:13])([F:12])[C:3]1[CH:8]=[CH:7][C:6]([C:15]2[CH:22]=[CH:21][C:18]([CH:19]=[O:20])=[CH:17][CH:16]=2)=[CH:5][CH:4]=1.